Dataset: Forward reaction prediction with 1.9M reactions from USPTO patents (1976-2016). Task: Predict the product of the given reaction. (1) Given the reactants [CH:1]([N:4]1[C:8]([C:9]2[N:18]=[C:17]3[N:11]([CH2:12][CH2:13][O:14][C:15]4[CH:22]=[C:21](O)[N:20]=[CH:19][C:16]=43)[CH:10]=2)=[N:7][CH:6]=[N:5]1)([CH3:3])[CH3:2].[CH2:24]1[C@@H:28]([C:29]([NH2:31])=[O:30])[NH:27][CH2:26][C@H:25]1[F:32].Cl.CCN(C(C)C)C(C)C, predict the reaction product. The product is: [F:32][C@@H:25]1[CH2:26][N:27]([C:21]2[N:20]=[CH:19][C:16]3[C:17]4[N:11]([CH:10]=[C:9]([C:8]5[N:4]([CH:1]([CH3:2])[CH3:3])[N:5]=[CH:6][N:7]=5)[N:18]=4)[CH2:12][CH2:13][O:14][C:15]=3[CH:22]=2)[C@H:28]([C:29]([NH2:31])=[O:30])[CH2:24]1. (2) Given the reactants [Cl:1][C:2]1[N:3]=[C:4](Cl)[C:5]2[C:10]([C:11]#[N:12])=[CH:9][N:8]([CH2:13][O:14][CH2:15][CH2:16][Si:17]([CH3:20])([CH3:19])[CH3:18])[C:6]=2[N:7]=1.[C:22]([O:26][C:27](=[O:34])[NH:28][CH:29]1[CH2:32][CH:31]([OH:33])[CH2:30]1)([CH3:25])([CH3:24])[CH3:23].C[Si]([N-][Si](C)(C)C)(C)C.[K+], predict the reaction product. The product is: [Cl:1][C:2]1[N:3]=[C:4]([O:33][CH:31]2[CH2:30][CH:29]([NH:28][C:27](=[O:34])[O:26][C:22]([CH3:24])([CH3:23])[CH3:25])[CH2:32]2)[C:5]2[C:10]([C:11]#[N:12])=[CH:9][N:8]([CH2:13][O:14][CH2:15][CH2:16][Si:17]([CH3:20])([CH3:19])[CH3:18])[C:6]=2[N:7]=1. (3) The product is: [ClH:36].[F:1][C:2]1[CH:7]=[CH:6][C:5]([CH:8]2[CH2:13][CH2:12][N:11]([C:14]([C:16]3[C:24]4[CH2:23][CH2:22][NH:21][CH2:20][C:19]=4[NH:18][N:17]=3)=[O:15])[CH2:10][CH2:9]2)=[C:4]([C:32]([F:35])([F:33])[F:34])[CH:3]=1. Given the reactants [F:1][C:2]1[CH:7]=[CH:6][C:5]([CH:8]2[CH2:13][CH2:12][N:11]([C:14]([C:16]3[C:24]4[CH2:23][CH2:22][N:21](C(OC(C)(C)C)=O)[CH2:20][C:19]=4[NH:18][N:17]=3)=[O:15])[CH2:10][CH2:9]2)=[C:4]([C:32]([F:35])([F:34])[F:33])[CH:3]=1.[ClH:36], predict the reaction product. (4) Given the reactants [F:1][C:2]1[C:3]([CH3:26])=[C:4]([C@:8]2([C:22]([O:24][CH3:25])=[O:23])[CH2:12][CH2:11][C:10]([C:13]3[CH:21]=[C:20]4[C:16]([CH:17]=[N:18][NH:19]4)=[CH:15][CH:14]=3)=[CH:9]2)[CH:5]=[CH:6][CH:7]=1.C1OCCOCCOCCOCCOCCOC1.Cl[C:46]([F:51])([F:50])C([O-])=O.[Na+], predict the reaction product. The product is: [F:50][CH:46]([F:51])[N:19]1[C:20]2[C:16](=[CH:15][CH:14]=[C:13]([C:10]3[CH2:11][CH2:12][C@:8]([C:4]4[CH:5]=[CH:6][CH:7]=[C:2]([F:1])[C:3]=4[CH3:26])([C:22]([O:24][CH3:25])=[O:23])[CH:9]=3)[CH:21]=2)[CH:17]=[N:18]1.